This data is from Peptide-MHC class II binding affinity with 134,281 pairs from IEDB. The task is: Regression. Given a peptide amino acid sequence and an MHC pseudo amino acid sequence, predict their binding affinity value. This is MHC class II binding data. (1) The peptide sequence is YDKFKANVSTVLTGK. The MHC is DRB1_0802 with pseudo-sequence DRB1_0802. The binding affinity (normalized) is 0.409. (2) The binding affinity (normalized) is 0.630. The MHC is HLA-DQA10102-DQB10602 with pseudo-sequence HLA-DQA10102-DQB10602. The peptide sequence is MSWQTYVDEHLMCEI. (3) The peptide sequence is KIIGGIGGFVKVRQYDQIPI. The MHC is DRB1_1101 with pseudo-sequence DRB1_1101. The binding affinity (normalized) is 0.406. (4) The peptide sequence is GAYETYKFIPSLEAA. The MHC is DRB1_0401 with pseudo-sequence DRB1_0401. The binding affinity (normalized) is 0.840. (5) The peptide sequence is FINISVVGPAL. The MHC is HLA-DQA10102-DQB10604 with pseudo-sequence HLA-DQA10102-DQB10604. The binding affinity (normalized) is 0.0894.